From a dataset of Forward reaction prediction with 1.9M reactions from USPTO patents (1976-2016). Predict the product of the given reaction. (1) Given the reactants Cl[CH2:2][CH2:3][CH2:4][CH2:5][CH2:6][CH2:7][O:8][C:9]1[C:10]([O:29][CH3:30])=[CH:11][CH:12]=[C:13]2[C:18]=1[NH:17][C:16](=[O:19])[CH:15]=[C:14]2[NH:20][C:21]1[C:26]([Cl:27])=[CH:25][N:24]=[CH:23][C:22]=1[Cl:28].[NH:31]1[CH2:36][CH2:35][O:34][CH2:33][CH2:32]1, predict the reaction product. The product is: [Cl:27][C:26]1[CH:25]=[N:24][CH:23]=[C:22]([Cl:28])[C:21]=1[NH:20][C:14]1[C:13]2[C:18](=[C:9]([O:8][CH2:7][CH2:6][CH2:5][CH2:4][CH2:3][CH2:2][N:31]3[CH2:36][CH2:35][O:34][CH2:33][CH2:32]3)[C:10]([O:29][CH3:30])=[CH:11][CH:12]=2)[NH:17][C:16](=[O:19])[CH:15]=1. (2) Given the reactants Cl[C:2]1[N:7]=[C:6]([NH:8][C@H:9]([CH3:12])[CH2:10][OH:11])[C:5]([C:13]2[S:14][CH:15]=[CH:16][CH:17]=2)=[CH:4][N:3]=1.[NH2:18][C:19]1[CH:24]=[CH:23][C:22]([S:25]([CH3:34])(=[N:27][C:28](=[O:33])[NH:29][CH:30]([CH3:32])[CH3:31])=[O:26])=[CH:21][CH:20]=1, predict the reaction product. The product is: [CH:30]([NH:29][C:28]([N:27]=[S:25]([C:22]1[CH:21]=[CH:20][C:19]([NH:18][C:2]2[N:7]=[C:6]([NH:8][C@H:9]([CH3:12])[CH2:10][OH:11])[C:5]([C:13]3[S:14][CH:15]=[CH:16][CH:17]=3)=[CH:4][N:3]=2)=[CH:24][CH:23]=1)([CH3:34])=[O:26])=[O:33])([CH3:32])[CH3:31]. (3) Given the reactants [NH:1]1[C:9]2[C:4](=[CH:5][CH:6]=[CH:7][CH:8]=2)[CH2:3][C:2]1=[O:10].C[Si]([N-][Si](C)(C)C)(C)C.[Li+].[Br:21][C:22]1[C:23]2[CH:30]([C:31]3[CH:36]=[CH:35][CH:34]=[CH:33][CH:32]=3)[O:29][C:28](=O)[C:24]=2[CH:25]=[N:26][CH:27]=1.Cl, predict the reaction product. The product is: [Br:21][C:22]1[C:23]2[CH:30]([C:31]3[CH:36]=[CH:35][CH:34]=[CH:33][CH:32]=3)[O:29][C:28](=[C:3]3[C:4]4[C:9](=[CH:8][CH:7]=[CH:6][CH:5]=4)[NH:1][C:2]3=[O:10])[C:24]=2[CH:25]=[N:26][CH:27]=1. (4) Given the reactants [Si]([O:8][CH2:9][C:10]1[S:14][C:13]([C:15](=[N:17][OH:18])[NH2:16])=[C:12]([CH2:19][CH3:20])[CH:11]=1)(C(C)(C)C)(C)C.[F:21][C:22]1[CH:37]=[CH:36][CH:35]=[CH:34][C:23]=1[O:24][C:25]1[CH:33]=[CH:32][C:28]([C:29](O)=O)=[CH:27][CH:26]=1.C1(N=C=NC2CCCCC2)CCCCC1.[F-].C([N+](CCCC)(CCCC)CCCC)CCC.O1CCCC1, predict the reaction product. The product is: [CH2:19]([C:12]1[CH:11]=[C:10]([CH2:9][OH:8])[S:14][C:13]=1[C:15]1[N:16]=[C:29]([C:28]2[CH:32]=[CH:33][C:25]([O:24][C:23]3[CH:34]=[CH:35][CH:36]=[CH:37][C:22]=3[F:21])=[CH:26][CH:27]=2)[O:18][N:17]=1)[CH3:20]. (5) Given the reactants [NH2:1][C:2]1[CH:7]=[CH:6][C:5]([NH:8][C:9]2[N:18]=[CH:17][C:16]3[CH2:15][CH2:14][C:13]4[C:19]([C:23]([NH:25][C:26]5[C:31]([CH2:32][CH3:33])=[CH:30][CH:29]=[CH:28][C:27]=5[CH2:34][CH3:35])=[O:24])=[N:20][N:21]([CH3:22])[C:12]=4[C:11]=3[N:10]=2)=[C:4]([O:36][CH3:37])[CH:3]=1.O1[CH2:43][CH2:42][C:41](=O)[CH2:40][CH2:39]1.C(O)(C(F)(F)F)=O.C(O[BH-](OC(=O)C)OC(=O)C)(=O)C.[CH3:65][N+:66](C)(C)C.C([O-])(O)=O.[Na+], predict the reaction product. The product is: [CH2:34]([C:27]1[CH:28]=[CH:29][CH:30]=[C:31]([CH2:32][CH3:33])[C:26]=1[NH:25][C:23]([C:19]1[C:13]2[CH2:14][CH2:15][C:16]3[CH:17]=[N:18][C:9]([NH:8][C:5]4[CH:6]=[CH:7][C:2]([NH:1][CH:41]5[CH2:42][CH2:43][N:66]([CH3:65])[CH2:39][CH2:40]5)=[CH:3][C:4]=4[O:36][CH3:37])=[N:10][C:11]=3[C:12]=2[N:21]([CH3:22])[N:20]=1)=[O:24])[CH3:35]. (6) Given the reactants C(O[C:4]([C:6]1([CH2:12][CH2:13]OC)[CH2:11][CH2:10][NH:9][CH2:8][CH2:7]1)=[O:5])C.[I:16][C:17]1[CH:22]=[CH:21][CH:20]=[CH:19][C:18]=1[S:23](Cl)(=[O:25])=[O:24].[CH2:27]([C:29]1[CH:35]=[CH:34][C:32]([NH2:33])=[CH:31][CH:30]=1)[CH3:28], predict the reaction product. The product is: [CH2:27]([C:29]1[CH:35]=[CH:34][C:32]([N:33]2[CH2:13][CH2:12][C:6]3([CH2:7][CH2:8][N:9]([S:23]([C:18]4[CH:19]=[CH:20][CH:21]=[CH:22][C:17]=4[I:16])(=[O:25])=[O:24])[CH2:10][CH2:11]3)[C:4]2=[O:5])=[CH:31][CH:30]=1)[CH3:28]. (7) Given the reactants C(NC(C)C)(C)C.[Li]CCCC.[CH3:13][O:14][C:15]1([O:23][CH3:24])[CH2:18][CH:17]([C:19]([O:21][CH3:22])=[O:20])[CH2:16]1.[CH:25](=[O:27])[CH3:26], predict the reaction product. The product is: [OH:27][CH:25]([C:17]1([C:19]([O:21][CH3:22])=[O:20])[CH2:16][C:15]([O:14][CH3:13])([O:23][CH3:24])[CH2:18]1)[CH3:26].